Dataset: Forward reaction prediction with 1.9M reactions from USPTO patents (1976-2016). Task: Predict the product of the given reaction. (1) Given the reactants C(N(CC)CC)C.[C:8]1([C:14]2[CH:19]=[CH:18][CH:17]=[CH:16][C:15]=2[OH:20])[CH:13]=[CH:12][CH:11]=[CH:10][CH:9]=1.[Cl-].[Mg+2].[Cl-].[CH2:24]=[O:25], predict the reaction product. The product is: [OH:20][C:15]1[C:16]([CH:24]=[O:25])=[CH:17][CH:18]=[CH:19][C:14]=1[C:8]1[CH:9]=[CH:10][CH:11]=[CH:12][CH:13]=1. (2) Given the reactants C([Li])CCC.[CH3:6][C:7]([CH3:10])([O-:9])[CH3:8].[K+:11].C(C1C=CC=CC=1)C.[CH3:20][N:21]([CH3:27])[CH2:22][CH2:23][N:24]([CH3:26])[CH3:25], predict the reaction product. The product is: [CH3:6][C:7]([CH3:10])([O-:9])[CH3:8].[K+:11].[CH3:20][N:21]([CH3:27])[CH2:22][CH2:23][N:24]([CH3:26])[CH3:25]. (3) Given the reactants [F:1][C:2]1[CH:3]=[CH:4][C:5]([O:26]C)=[C:6]2[C:10]=1[N:9]([C:11]1[CH:16]=[CH:15][C:14]([O:17]CC3C=CC=CC=3)=[C:13]([F:25])[CH:12]=1)[N:8]=[CH:7]2, predict the reaction product. The product is: [F:1][C:2]1[C:10]2[N:9]([C:11]3[CH:16]=[CH:15][C:14]([OH:17])=[C:13]([F:25])[CH:12]=3)[N:8]=[CH:7][C:6]=2[C:5]([OH:26])=[CH:4][CH:3]=1.